Dataset: Forward reaction prediction with 1.9M reactions from USPTO patents (1976-2016). Task: Predict the product of the given reaction. (1) Given the reactants [Br:1][C:2]1[CH:3]=[C:4]2[C:9](=[CH:10][CH:11]=1)[N:8]=[CH:7][C:6]([N+:12]([O-])=O)=[C:5]2[NH:15][CH2:16][C:17]([CH3:20])([OH:19])[CH3:18].C(O)(C)C, predict the reaction product. The product is: [NH2:12][C:6]1[CH:7]=[N:8][C:9]2[C:4]([C:5]=1[NH:15][CH2:16][C:17]([CH3:18])([OH:19])[CH3:20])=[CH:3][C:2]([Br:1])=[CH:11][CH:10]=2. (2) Given the reactants [NH2:1][C:2]1[C:7]([C:8]#[N:9])=[C:6]([N:10]2[CH2:15][CH2:14][CH:13]([C:16]3[N:17]([CH2:32][CH2:33][NH:34][CH2:35][CH:36]4CC4)[CH:18]=[C:19]([C:21]4[CH:26]=[CH:25][C:24]([F:27])=[C:23]([C:28]([F:31])([F:30])[F:29])[CH:22]=4)[N:20]=3)[CH2:12][CH2:11]2)[N:5]=[CH:4][N:3]=1.[CH3:39][O:40]CCN, predict the reaction product. The product is: [NH2:1][C:2]1[C:7]([C:8]#[N:9])=[C:6]([N:10]2[CH2:15][CH2:14][CH:13]([C:16]3[N:17]([CH2:32][CH2:33][NH:34][CH2:35][CH2:36][O:40][CH3:39])[CH:18]=[C:19]([C:21]4[CH:26]=[CH:25][C:24]([F:27])=[C:23]([C:28]([F:31])([F:30])[F:29])[CH:22]=4)[N:20]=3)[CH2:12][CH2:11]2)[N:5]=[CH:4][N:3]=1. (3) Given the reactants Cl.[Cl:2][C:3]1[CH:8]=[CH:7][C:6]([NH:9][NH2:10])=[C:5]([N+:11]([O-:13])=[O:12])[CH:4]=1.[C:14]([O:19][CH3:20])(=[O:18])[C:15]([CH3:17])=O.C([O-])(=O)C.[Na+], predict the reaction product. The product is: [CH3:20][O:19][C:14](=[O:18])[C:15](=[N:10][NH:9][C:6]1[CH:7]=[CH:8][C:3]([Cl:2])=[CH:4][C:5]=1[N+:11]([O-:13])=[O:12])[CH3:17].